From a dataset of Full USPTO retrosynthesis dataset with 1.9M reactions from patents (1976-2016). Predict the reactants needed to synthesize the given product. (1) Given the product [NH2:26][C:27]1[N:31]([C:32]2[CH:33]=[CH:34][C:35]([F:38])=[CH:36][CH:37]=2)[N:30]=[CH:29][C:28]=1[C:39]([NH:41][CH2:42][C:43]([CH2:49][NH:50][C:4]([C:3]1[C:7]([C:11]([F:14])([F:13])[F:12])=[CH:8][CH:9]=[CH:10][C:2]=1[Br:1])=[O:6])([OH:48])[C:44]([F:47])([F:46])[F:45])=[O:40], predict the reactants needed to synthesize it. The reactants are: [Br:1][C:2]1[CH:10]=[CH:9][CH:8]=[C:7]([C:11]([F:14])([F:13])[F:12])[C:3]=1[C:4]([OH:6])=O.CN(C)C=O.C(Cl)(=O)C(Cl)=O.[NH2:26][C:27]1[N:31]([C:32]2[CH:37]=[CH:36][C:35]([F:38])=[CH:34][CH:33]=2)[N:30]=[CH:29][C:28]=1[C:39]([NH:41][CH2:42][C:43]([CH2:49][NH2:50])([OH:48])[C:44]([F:47])([F:46])[F:45])=[O:40]. (2) Given the product [CH:32]1([C:9]2[C:8]3[C:12](=[CH:13][C:5]([C:3]([OH:2])=[O:4])=[CH:6][CH:7]=3)[N:11]([CH2:14][C:15]([N:17]3[CH2:22][CH2:21][O:20][CH2:19][CH2:18]3)=[O:16])[C:10]=2[C:23]2[CH:24]=[C:25]3[C:26](=[CH:27][CH:28]=2)[N:29]=[C:44]([C:41]2[S:42][CH:43]=[C:39]([CH3:38])[CH:40]=2)[CH:45]=[CH:30]3)[CH2:33][CH2:34][CH2:35][CH2:36][CH2:37]1, predict the reactants needed to synthesize it. The reactants are: C[O:2][C:3]([C:5]1[CH:13]=[C:12]2[C:8]([C:9]([CH:32]3[CH2:37][CH2:36][CH2:35][CH2:34][CH2:33]3)=[C:10]([C:23]3[CH:28]=[CH:27][C:26]([NH2:29])=[C:25]([CH:30]=O)[CH:24]=3)[N:11]2[CH2:14][C:15]([N:17]2[CH2:22][CH2:21][O:20][CH2:19][CH2:18]2)=[O:16])=[CH:7][CH:6]=1)=[O:4].[CH3:38][C:39]1[CH:40]=[C:41]([C:44](=O)[CH3:45])[S:42][CH:43]=1. (3) Given the product [Br:1][C:2]1[CH:3]=[C:4]([CH:8]=[C:9]([C:11]([F:14])([F:13])[F:12])[CH:10]=1)[C:5]([NH:48][C:49]1[CH:50]=[CH:51][C:52]([CH3:68])=[C:53]([C:55]2[C:56](=[O:67])[N:57]([CH3:66])[C:58]3[C:63]([CH:64]=2)=[CH:62][N:61]=[C:60]([CH3:65])[CH:59]=3)[CH:54]=1)=[O:7], predict the reactants needed to synthesize it. The reactants are: [Br:1][C:2]1[CH:3]=[C:4]([CH:8]=[C:9]([C:11]([F:14])([F:13])[F:12])[CH:10]=1)[C:5]([OH:7])=O.CN(C(ON1N=NC2C=CC=NC1=2)=[N+](C)C)C.F[P-](F)(F)(F)(F)F.C(N(C(C)C)CC)(C)C.[NH2:48][C:49]1[CH:50]=[CH:51][C:52]([CH3:68])=[C:53]([C:55]2[C:56](=[O:67])[N:57]([CH3:66])[C:58]3[C:63]([CH:64]=2)=[CH:62][N:61]=[C:60]([CH3:65])[CH:59]=3)[CH:54]=1. (4) Given the product [NH2:34][C:29]1[N:28]=[C:27]([NH:26][C:23]2[CH:24]=[CH:25][C:20]([NH:19][C:8](=[O:9])[C:7]3[CH:11]=[CH:12][C:4]([N+:1]([O-:3])=[O:2])=[CH:5][CH:6]=3)=[CH:21][CH:22]=2)[CH:32]=[C:31]([CH3:33])[N:30]=1, predict the reactants needed to synthesize it. The reactants are: [N+:1]([C:4]1[CH:12]=[CH:11][C:7]([C:8](Cl)=[O:9])=[CH:6][CH:5]=1)([O-:3])=[O:2].N1C=CC=CC=1.[NH2:19][C:20]1[CH:25]=[CH:24][C:23]([NH:26][C:27]2[CH:32]=[C:31]([CH3:33])[N:30]=[C:29]([NH2:34])[N:28]=2)=[CH:22][CH:21]=1.N. (5) Given the product [F:18][C:17]([F:20])([F:19])[S:14]([O:13][C:10]1[C:11]2[C:6](=[CH:5][CH:4]=[C:3]([O:2][CH3:1])[CH:12]=2)[CH:7]=[CH:8][CH:9]=1)(=[O:16])=[O:15], predict the reactants needed to synthesize it. The reactants are: [CH3:1][O:2][C:3]1[CH:12]=[C:11]2[C:6]([CH:7]=[CH:8][CH:9]=[C:10]2[OH:13])=[CH:5][CH:4]=1.[S:14](O[S:14]([C:17]([F:20])([F:19])[F:18])(=[O:16])=[O:15])([C:17]([F:20])([F:19])[F:18])(=[O:16])=[O:15].C(C1C=C(C)C=C(C(C)(C)C)N=1)(C)(C)C. (6) Given the product [CH3:11][C:10]1[CH:9]=[CH:8][CH:7]=[C:3]2[C:2]=1[N:1]=[C:20]([CH2:19][CH2:18][CH2:17][CH2:16][CH2:15][N:14]([CH3:23])[CH3:13])[NH:6][C:4]2=[O:5], predict the reactants needed to synthesize it. The reactants are: [NH2:1][C:2]1[C:10]([CH3:11])=[CH:9][CH:8]=[CH:7][C:3]=1[C:4]([NH2:6])=[O:5].Cl.[CH3:13][N:14]([CH3:23])[CH2:15][CH2:16][CH2:17][CH2:18][CH2:19][C:20](O)=O. (7) Given the product [CH2:17]([N:25]1[CH2:26][CH2:27][C@@H:1]([O:2][C:3](=[O:16])[C:4]([OH:15])([C:5]2[S:6][CH:7]=[CH:8][CH:9]=2)[C:10]2[S:11][CH:12]=[CH:13][CH:14]=2)[CH2:29]1)[CH2:18][C:19]1[CH:20]=[CH:21][CH:22]=[CH:23][CH:24]=1, predict the reactants needed to synthesize it. The reactants are: [CH3:1][O:2][C:3](=[O:16])[C:4]([OH:15])([C:10]1[S:11][CH:12]=[CH:13][CH:14]=1)[C:5]1[S:6][CH:7]=[CH:8][CH:9]=1.[CH2:17]([N:25]1[CH2:29]C[C@@H:27](O)[CH2:26]1)[CH2:18][C:19]1[CH:24]=[CH:23][CH:22]=[CH:21][CH:20]=1. (8) Given the product [CH2:1]([C:3]1[C:11]([C:12]([OH:14])=[O:13])=[C:6]2[CH:7]=[CH:8][CH:9]=[CH:10][N:5]2[N:4]=1)[CH3:2], predict the reactants needed to synthesize it. The reactants are: [CH2:1]([C:3]1[C:11]([C:12]([O:14]CC)=[O:13])=[C:6]2[CH:7]=[CH:8][CH:9]=[CH:10][N:5]2[N:4]=1)[CH3:2].[OH-].[Na+].Cl.